This data is from Retrosynthesis with 50K atom-mapped reactions and 10 reaction types from USPTO. The task is: Predict the reactants needed to synthesize the given product. (1) Given the product Cc1ncccc1Oc1ccc(NC(=O)Oc2ccccc2)cn1, predict the reactants needed to synthesize it. The reactants are: Cc1ncccc1Oc1ccc(N)cn1.O=C(Cl)Oc1ccccc1. (2) Given the product CC(=O)N1CCN(c2ccc(Nc3nc(N[C@H](C)CO)c4ccn(S(=O)(=O)c5ccc(C)cc5)c4n3)cc2)CC1, predict the reactants needed to synthesize it. The reactants are: CC(=O)N1CCN(c2ccc(N)cc2)CC1.Cc1ccc(S(=O)(=O)n2ccc3c(N[C@H](C)CO)nc(Cl)nc32)cc1. (3) Given the product CN1CCN(c2nccc3cc4c(cc23)NCC4)CC1, predict the reactants needed to synthesize it. The reactants are: CN1CCN(c2nccc3cc4c(cc23)N(Cc2ccccc2)CC4)CC1. (4) Given the product COc1ccc2c(c1)C(C)NCC2, predict the reactants needed to synthesize it. The reactants are: COc1ccc2c(c1)C(C)=NCC2. (5) The reactants are: C=CC(=O)Cl.CCC(O)(CC)C12CC3CC(CC(O)(C3)C1)C2. Given the product C=CC(=O)OC(CC)(CC)C12CC3CC(CC(O)(C3)C1)C2, predict the reactants needed to synthesize it. (6) Given the product NS(=O)(=O)c1ccccc1NC(=O)c1ccc(C#Cc2ccccc2)cc1, predict the reactants needed to synthesize it. The reactants are: Nc1ccccc1S(N)(=O)=O.O=C(O)c1ccc(C#Cc2ccccc2)cc1. (7) Given the product CN1C(=O)C(C)(C)c2cc(F)c(NC(=O)c3ccncc3)cc21, predict the reactants needed to synthesize it. The reactants are: CN1C(=O)C(C)(C)c2cc(F)c(N)cc21.O=C(O)c1ccncc1. (8) Given the product CCOC(=O)C(C#N)=C(C)CC(C)CC(C)C, predict the reactants needed to synthesize it. The reactants are: CC(=O)CC(C)CC(C)C.CCOC(=O)CC#N. (9) Given the product COc1ccc(N2CCN(c3ccc(-n4cnn(C(C)C(C)O)c4=O)cc3)CC2)cc1, predict the reactants needed to synthesize it. The reactants are: COc1ccc(N2CCN(c3ccc(-n4cnn(C(C)C(C)OS(C)(=O)=O)c4=O)cc3)CC2)cc1. (10) Given the product CCS(=O)(=O)c1ccc(NC(=O)[C@@](C)(O)C(F)(F)F)c(Cl)c1N1CCN(S(C)(=O)=O)CC1, predict the reactants needed to synthesize it. The reactants are: CCS(=O)(=O)c1ccc(NC(=O)[C@@](C)(O)C(F)(F)F)c(Cl)c1F.CS(=O)(=O)N1CCNCC1.